Dataset: Reaction yield outcomes from USPTO patents with 853,638 reactions. Task: Predict the reaction yield, written as a fraction of the theoretical maximum amount of product (1.0 means a 100% yield; for example, 0.34 means a 34% yield). (1) The reactants are C([NH:3][CH2:4][C:5]1[CH:10]=[C:9]([C:11]([CH3:14])([CH3:13])[CH3:12])[C:8]([OH:15])=[C:7]([C:16]([CH3:19])([CH3:18])[CH3:17])[CH:6]=1)=O.N. The catalyst is O1CCOCC1.Cl.O. The product is [C:11]([C:9]1[CH:10]=[C:5]([CH:6]=[C:7]([C:16]([CH3:19])([CH3:18])[CH3:17])[C:8]=1[OH:15])[CH2:4][NH2:3])([CH3:14])([CH3:13])[CH3:12]. The yield is 0.970. (2) The reactants are [Cl:1][C:2]1[CH:3]=[C:4]2[C:8](=[C:9]([NH:11][CH:12]3[CH2:16][CH2:15][CH2:14][CH2:13]3)[CH:10]=1)[NH:7][C:6]([C:17]1[S:18][CH2:19][C@@H:20]([CH2:22][C:23]([OH:25])=O)[N:21]=1)=[CH:5]2.[CH3:26][NH2:27]. No catalyst specified. The product is [Cl:1][C:2]1[CH:3]=[C:4]2[C:8](=[C:9]([NH:11][CH:12]3[CH2:16][CH2:15][CH2:14][CH2:13]3)[CH:10]=1)[NH:7][C:6]([C:17]1[S:18][CH2:19][C@@H:20]([CH2:22][C:23]([NH:27][CH3:26])=[O:25])[N:21]=1)=[CH:5]2. The yield is 0.870. (3) The reactants are C1([O:7][C:8](=O)[N:9]([C:19]2[CH:24]=[C:23]([O:25][C:26]3[CH:31]=[CH:30][C:29]([NH:32][C:33]([C:35]4([C:38](=[O:47])[NH:39][C:40]5[CH:45]=[CH:44][C:43]([F:46])=[CH:42][CH:41]=5)[CH2:37][CH2:36]4)=[O:34])=[CH:28][C:27]=3[F:48])[CH:22]=[CH:21][N:20]=2)C(OC2C=CC=CC=2)=O)C=CC=CC=1.[CH3:50][N:51]([CH3:57])[C@H:52]1[CH2:56][CH2:55][NH:54][CH2:53]1. The catalyst is CN(C)C=O. The product is [CH3:50][N:51]([CH3:57])[C@H:52]1[CH2:56][CH2:55][N:54]([C:8]([NH:9][C:19]2[CH:24]=[C:23]([O:25][C:26]3[CH:31]=[CH:30][C:29]([NH:32][C:33]([C:35]4([C:38]([NH:39][C:40]5[CH:41]=[CH:42][C:43]([F:46])=[CH:44][CH:45]=5)=[O:47])[CH2:37][CH2:36]4)=[O:34])=[CH:28][C:27]=3[F:48])[CH:22]=[CH:21][N:20]=2)=[O:7])[CH2:53]1. The yield is 0.810. (4) The reactants are [O-:1][CH2:2][CH3:3].[Na+].[Br:5][C:6]1[C:7](Cl)=[N:8][CH:9]=[N:10][C:11]=1[C:12]([F:15])([F:14])[F:13]. The catalyst is C(O)C. The product is [Br:5][C:6]1[C:7]([O:1][CH2:2][CH3:3])=[N:8][CH:9]=[N:10][C:11]=1[C:12]([F:15])([F:14])[F:13]. The yield is 0.829.